Dataset: Catalyst prediction with 721,799 reactions and 888 catalyst types from USPTO. Task: Predict which catalyst facilitates the given reaction. (1) Reactant: [C:1]([C:3]1[CH:4]=[C:5]([C:13]2[S:17][N:16]=[C:15]([C:18]3[C:19]([CH2:32][CH3:33])=[C:20]([CH2:24][CH2:25][CH2:26][C:27]([O:29]CC)=[O:28])[CH:21]=[CH:22][CH:23]=3)[N:14]=2)[CH:6]=[CH:7][C:8]=1[O:9][CH:10]([CH3:12])[CH3:11])#[N:2].[OH-].[Na+].Cl. Product: [C:1]([C:3]1[CH:4]=[C:5]([C:13]2[S:17][N:16]=[C:15]([C:18]3[C:19]([CH2:32][CH3:33])=[C:20]([CH2:24][CH2:25][CH2:26][C:27]([OH:29])=[O:28])[CH:21]=[CH:22][CH:23]=3)[N:14]=2)[CH:6]=[CH:7][C:8]=1[O:9][CH:10]([CH3:12])[CH3:11])#[N:2]. The catalyst class is: 252. (2) Reactant: [CH2:1]([N:4]([C:14](OC(C)(C)C)=O)[C:5]1[CH:6]=[C:7]([CH:11]=[CH:12][CH:13]=1)[C:8]([OH:10])=[O:9])[CH:2]=[CH2:3].CN(C=O)C.C(=O)([O-])[O-].[Cs+].[Cs+].CI.O1CCO[CH2:36][CH2:35]1. Product: [CH2:35]([O:10][C:8](=[O:9])[C:7]1[CH:11]=[CH:12][CH:13]=[C:5]([N:4]([CH2:1][CH:2]=[CH2:3])[CH3:14])[CH:6]=1)[CH3:36]. The catalyst class is: 818.